The task is: Predict the product of the given reaction.. This data is from Forward reaction prediction with 1.9M reactions from USPTO patents (1976-2016). (1) Given the reactants [CH:1]1([C:7]2[N:11]([CH2:12][CH2:13][C:14]3[CH:19]=[CH:18][C:17]([F:20])=[CH:16][CH:15]=3)[C:10]([CH3:21])=[C:9]([C:22]([O:24]CC)=[O:23])[CH:8]=2)[CH2:6][CH2:5][CH2:4][CH2:3][CH2:2]1.[OH-].[Na+], predict the reaction product. The product is: [CH:1]1([C:7]2[N:11]([CH2:12][CH2:13][C:14]3[CH:19]=[CH:18][C:17]([F:20])=[CH:16][CH:15]=3)[C:10]([CH3:21])=[C:9]([C:22]([OH:24])=[O:23])[CH:8]=2)[CH2:6][CH2:5][CH2:4][CH2:3][CH2:2]1. (2) Given the reactants [CH3:1][O:2][C:3]1[CH:4]=[C:5]([N:9]2[C@H:16]3[C@H:11]([CH2:12][CH2:13][N:14](C(OC(C)(C)C)=O)[CH2:15]3)[CH2:10]2)[CH:6]=[N:7][CH:8]=1.FC(F)(F)C(O)=O, predict the reaction product. The product is: [CH3:1][O:2][C:3]1[CH:4]=[C:5]([N:9]2[C@H:16]3[C@H:11]([CH2:12][CH2:13][NH:14][CH2:15]3)[CH2:10]2)[CH:6]=[N:7][CH:8]=1. (3) Given the reactants Br[C:2]1[C:9]2[CH:8]=[C:7]([C:10]([O:12][CH2:13][CH3:14])=[O:11])[NH:6][C:5]=2[S:4][CH:3]=1.[NH4+].[Cl-:16], predict the reaction product. The product is: [Cl:16][C:2]1[C:9]2[CH:8]=[C:7]([C:10]([O:12][CH2:13][CH3:14])=[O:11])[NH:6][C:5]=2[S:4][CH:3]=1. (4) The product is: [Cl:20][C:17]1[CH:18]=[CH:19][C:14]([CH:7]([NH:6][C:4]([CH2:3][NH:2][C:27](=[O:28])[C:26]2[CH:30]=[CH:31][C:23]([O:22][CH3:21])=[C:24]([CH3:32])[CH:25]=2)=[O:5])[C:8]2[CH:13]=[CH:12][CH:11]=[CH:10][CH:9]=2)=[CH:15][CH:16]=1. Given the reactants Cl.[NH2:2][CH2:3][C:4]([NH:6][CH:7]([C:14]1[CH:19]=[CH:18][C:17]([Cl:20])=[CH:16][CH:15]=1)[C:8]1[CH:13]=[CH:12][CH:11]=[CH:10][CH:9]=1)=[O:5].[CH3:21][O:22][C:23]1[CH:31]=[CH:30][C:26]([C:27](O)=[O:28])=[CH:25][C:24]=1[CH3:32], predict the reaction product. (5) Given the reactants [CH3:1][NH:2][C:3]1[N:12]=[CH:11][C:10]2[C:5](=[CH:6][CH:7]=[C:8](B3OC(C)(C)C(C)(C)O3)[CH:9]=2)[N:4]=1.I[C:23]1[C:31]2[S:30][N:29]=[C:28]([NH2:32])[C:27]=2[CH:26]=[CH:25][C:24]=1[CH3:33].C(=O)([O-])[O-].[Na+].[Na+].CN(C=O)C, predict the reaction product. The product is: [NH2:32][C:28]1[C:27]2[CH:26]=[CH:25][C:24]([CH3:33])=[C:23]([C:8]3[CH:9]=[C:10]4[C:5](=[CH:6][CH:7]=3)[N:4]=[C:3]([NH:2][CH3:1])[N:12]=[CH:11]4)[C:31]=2[S:30][N:29]=1. (6) Given the reactants Br[C:2]1[S:6][C:5]([C:7]2[CH:12]=[CH:11][N:10]=[C:9]([NH:13][CH:14]3[CH2:19][C:18]([CH3:21])([CH3:20])[NH:17][C:16]([CH3:23])([CH3:22])[CH2:15]3)[N:8]=2)=[CH:4][CH:3]=1.C[Sn](C)(C)[C:26]1[CH:31]=[CH:30][N:29]=[CH:28][CH:27]=1.[OH-].[Na+], predict the reaction product. The product is: [N:29]1[CH:30]=[CH:31][C:26]([C:2]2[S:6][C:5]([C:7]3[CH:12]=[CH:11][N:10]=[C:9]([NH:13][CH:14]4[CH2:19][C:18]([CH3:21])([CH3:20])[NH:17][C:16]([CH3:23])([CH3:22])[CH2:15]4)[N:8]=3)=[CH:4][CH:3]=2)=[CH:27][CH:28]=1. (7) Given the reactants [CH2:1]([N:8]1[C:12]2[N:13]=[CH:14][C:15]3[CH:16]=[C:17](Br)[C:18]([O:21][CH3:22])=[CH:19][C:20]=3[C:11]=2[C:10]([CH:24]2[CH2:26][CH2:25]2)=[N:9]1)[C:2]1[CH:7]=[CH:6][CH:5]=[CH:4][CH:3]=1.[B:27]1([B:27]2[O:31][C:30]([CH3:33])([CH3:32])[C:29]([CH3:35])([CH3:34])[O:28]2)[O:31][C:30]([CH3:33])([CH3:32])[C:29]([CH3:35])([CH3:34])[O:28]1.C([O-])(=O)C.[K+], predict the reaction product. The product is: [CH2:1]([N:8]1[C:12]2[N:13]=[CH:14][C:15]3[CH:16]=[C:17]([B:27]4[O:31][C:30]([CH3:33])([CH3:32])[C:29]([CH3:35])([CH3:34])[O:28]4)[C:18]([O:21][CH3:22])=[CH:19][C:20]=3[C:11]=2[C:10]([CH:24]2[CH2:26][CH2:25]2)=[N:9]1)[C:2]1[CH:7]=[CH:6][CH:5]=[CH:4][CH:3]=1.